This data is from hERG Central: cardiac toxicity at 1µM, 10µM, and general inhibition. The task is: Predict hERG channel inhibition at various concentrations. The compound is COc1ccc2c(c1)c(C(=O)CN1CCC3(CC1)OCCO3)c(C)n2Cc1ccccc1. Results: hERG_inhib (hERG inhibition (general)): blocker.